This data is from Reaction yield outcomes from USPTO patents with 853,638 reactions. The task is: Predict the reaction yield, written as a fraction of the theoretical maximum amount of product (1.0 means a 100% yield; for example, 0.34 means a 34% yield). The reactants are [CH2:1]([O:8][CH2:9][CH2:10][CH:11]1[CH2:20][CH2:19][C:14]2(OCC[O:15]2)[CH2:13][CH2:12]1)[C:2]1[CH:7]=[CH:6][CH:5]=[CH:4][CH:3]=1.O.CC1C=CC(S(O)(=O)=O)=CC=1. The catalyst is CC(C)=O. The product is [CH2:1]([O:8][CH2:9][CH2:10][CH:11]1[CH2:12][CH2:13][C:14](=[O:15])[CH2:19][CH2:20]1)[C:2]1[CH:7]=[CH:6][CH:5]=[CH:4][CH:3]=1. The yield is 0.970.